From a dataset of Forward reaction prediction with 1.9M reactions from USPTO patents (1976-2016). Predict the product of the given reaction. (1) The product is: [CH3:12][C:13]1[CH:20]=[CH:19][C:16]([CH:17]2[CH2:8][O:18]2)=[CH:15][N:14]=1. Given the reactants CS(C)=O.[H-].[Na+].[I-].[CH3:8][S+](C)C.[CH3:12][C:13]1[CH:20]=[CH:19][C:16]([CH:17]=[O:18])=[CH:15][N:14]=1, predict the reaction product. (2) Given the reactants [CH:1]1([C:4]2[C:5]([N:26]([CH2:31][CH2:32][CH:33]([CH3:35])[CH3:34])[S:27]([CH3:30])(=[O:29])=[O:28])=[CH:6][C:7]3[O:11][C:10]([C:12]4[CH:17]=[CH:16][C:15]([F:18])=[CH:14][CH:13]=4)=[C:9]([C:19]4[NH:23][C:22](=[O:24])[O:21][N:20]=4)[C:8]=3[CH:25]=2)[CH2:3][CH2:2]1.Br[CH2:37][CH2:38][Cl:39].N12CCCN=C1CCCCC2, predict the reaction product. The product is: [Cl:39][CH2:38][CH2:37][N:23]1[C:22](=[O:24])[O:21][N:20]=[C:19]1[C:9]1[C:8]2[CH:25]=[C:4]([CH:1]3[CH2:3][CH2:2]3)[C:5]([N:26]([CH2:31][CH2:32][CH:33]([CH3:35])[CH3:34])[S:27]([CH3:30])(=[O:28])=[O:29])=[CH:6][C:7]=2[O:11][C:10]=1[C:12]1[CH:17]=[CH:16][C:15]([F:18])=[CH:14][CH:13]=1. (3) Given the reactants [CH2:1]([N:4]1[CH2:9][CH2:8][O:7][C:6]2[CH:10]=[C:11]([CH3:41])[C:12]([C:14]3[N:19]4[N:20]=[C:21]([C:23]5[CH:28]=[CH:27][CH:26]=[C:25](Br)[CH:24]=5)[CH:22]=[C:18]4[N:17]=[C:16]([CH3:30])[C:15]=3[C@H:31]([O:36][C:37]([CH3:40])([CH3:39])[CH3:38])[C:32]([O:34][CH3:35])=[O:33])=[CH:13][C:5]1=2)[CH:2]=[CH2:3].[CH2:42]([C:46]1[CH:51]=[CH:50][CH:49]=[CH:48][C:47]=1B(O)O)[CH2:43][CH:44]=[CH2:45].C([O-])([O-])=O.[Na+].[Na+].N#N, predict the reaction product. The product is: [CH2:1]([N:4]1[CH2:9][CH2:8][O:7][C:6]2[CH:10]=[C:11]([CH3:41])[C:12]([C:14]3[N:19]4[N:20]=[C:21]([C:23]5[CH:24]=[C:25]([C:47]6[CH:48]=[CH:49][CH:50]=[CH:51][C:46]=6[CH2:42][CH2:43][CH:44]=[CH2:45])[CH:26]=[CH:27][CH:28]=5)[CH:22]=[C:18]4[N:17]=[C:16]([CH3:30])[C:15]=3[C@H:31]([O:36][C:37]([CH3:40])([CH3:39])[CH3:38])[C:32]([O:34][CH3:35])=[O:33])=[CH:13][C:5]1=2)[CH:2]=[CH2:3]. (4) Given the reactants C([O:4][C@@H:5]1[CH2:9][CH2:8][C@H:7]([CH2:10][C:11]([NH:13][C:14]2[S:15][C:16]3[C:22]([N:23]4[CH2:28][CH2:27][O:26][CH2:25][CH2:24]4)=[CH:21][CH:20]=[C:19]([O:29][CH3:30])[C:17]=3[N:18]=2)=[O:12])[CH2:6]1)(=O)C.C(=O)([O-])[O-].[K+].[K+].C[O-].[Na+], predict the reaction product. The product is: [OH:4][C@@H:5]1[CH2:9][CH2:8][C@H:7]([CH2:10][C:11]([NH:13][C:14]2[S:15][C:16]3[C:22]([N:23]4[CH2:28][CH2:27][O:26][CH2:25][CH2:24]4)=[CH:21][CH:20]=[C:19]([O:29][CH3:30])[C:17]=3[N:18]=2)=[O:12])[CH2:6]1. (5) Given the reactants [OH:1][CH2:2][C:3]1[C-:4]([N:8]([CH3:10])[CH3:9])[CH:5]=[CH:6][CH:7]=1.[CH-:11]1[CH:15]=[CH:14][CH:13]=[CH:12]1.[Fe+2:16].CCN(CC)CC.[CH3:24][C:25](OC(C)=O)=[O:26], predict the reaction product. The product is: [C:25]([O:1][CH2:2][C:3]1[C-:4]([N:8]([CH3:10])[CH3:9])[CH:5]=[CH:6][CH:7]=1)(=[O:26])[CH3:24].[CH-:11]1[CH:15]=[CH:14][CH:13]=[CH:12]1.[Fe+2:16].